From a dataset of Forward reaction prediction with 1.9M reactions from USPTO patents (1976-2016). Predict the product of the given reaction. (1) Given the reactants Cl.[O:2]1[CH2:7][CH2:6][N:5]([C:8]2[C:9]3[S:23][C:22]([CH2:24][N:25]4[CH2:30][CH2:29][NH:28][CH2:27][CH2:26]4)=[CH:21][C:10]=3[N:11]=[C:12]([C:14]3[CH:15]=[N:16][C:17]([NH2:20])=[N:18][CH:19]=3)[N:13]=2)[CH2:4][CH2:3]1.C([NH:38][CH2:39][C:40](O)=[O:41])(OC(C)(C)C)=O, predict the reaction product. The product is: [NH2:38][CH2:39][C:40]([N:28]1[CH2:27][CH2:26][N:25]([CH2:24][C:22]2[S:23][C:9]3[C:8]([N:5]4[CH2:4][CH2:3][O:2][CH2:7][CH2:6]4)=[N:13][C:12]([C:14]4[CH:19]=[N:18][C:17]([NH2:20])=[N:16][CH:15]=4)=[N:11][C:10]=3[CH:21]=2)[CH2:30][CH2:29]1)=[O:41]. (2) Given the reactants [CH:1]1[CH:2]=[CH:3][C:4]([NH:11][C:12]2[C:13]([Cl:19])=[CH:14][CH:15]=[CH:16][C:17]=2[Cl:18])=[C:5]([CH2:7][C:8]([OH:10])=[O:9])[CH:6]=1.[CH2:20]([OH:26])[CH2:21][O:22][CH2:23][CH2:24]O.S(Cl)(Cl)=O.C(=O)([O-])[O-].[K+].[K+], predict the reaction product. The product is: [Cl:19][C:13]1[CH:14]=[CH:15][CH:16]=[C:17]([Cl:18])[C:12]=1[NH:11][C:4]1[CH:3]=[CH:2][CH:1]=[CH:6][C:5]=1[CH2:7][C:8]([O:10][CH2:24][CH2:23][O:22][CH2:21][CH2:20][OH:26])=[O:9].